From a dataset of Forward reaction prediction with 1.9M reactions from USPTO patents (1976-2016). Predict the product of the given reaction. (1) The product is: [CH:15]1([CH2:16][O:20][C:13]2[CH:14]=[C:15](/[CH:16]=[C:7](\[CH3:1])/[C:11]([N:8]3[C@H:7]([C:1]4[CH:2]=[CH:3][CH:4]=[CH:5][CH:6]=4)[CH2:11][O:10][C:9]3=[O:12])=[O:10])[CH:22]=[CH:21][C:25]=2[O:24][CH3:23])[CH2:13][CH2:14]1. Given the reactants [C:1]1([C@@H:7]2[CH2:11][O:10][C:9](=[O:12])[NH:8]2)[CH:6]=[CH:5][CH:4]=[CH:3][CH:2]=1.[CH2:13]([Li])[CH2:14][CH2:15][CH3:16].[NH4+].[Cl-].[OH2:20].[CH2:21]1[CH2:25][O:24][CH2:23][CH2:22]1, predict the reaction product. (2) Given the reactants [Br:1][C:2]1[C:3](=[O:32])[N:4]([C:19]2[CH:20]=[C:21]([CH:28]=[CH:29][C:30]=2[CH3:31])[C:22]([NH:24]CCO)=[O:23])[C:5]([CH3:18])=[CH:6][C:7]=1[O:8][CH2:9][C:10]1[CH:15]=[CH:14][C:13]([F:16])=[CH:12][C:11]=1[F:17].[O:33]1[CH2:38][CH2:37][CH2:36][CH2:35][CH:34]1[O:39]N, predict the reaction product. The product is: [Br:1][C:2]1[C:3](=[O:32])[N:4]([C:19]2[CH:20]=[C:21]([CH:28]=[CH:29][C:30]=2[CH3:31])[C:22]([NH:24][O:39][CH:34]2[CH2:35][CH2:36][CH2:37][CH2:38][O:33]2)=[O:23])[C:5]([CH3:18])=[CH:6][C:7]=1[O:8][CH2:9][C:10]1[CH:15]=[CH:14][C:13]([F:16])=[CH:12][C:11]=1[F:17]. (3) Given the reactants [NH2:1][C:2]1[NH:3][C:4](=[O:35])[C:5]2[N:10]=[N:9][N:8]([CH:11]3[CH:15]([O:16]C(=O)C4C=CC=CC=4)[CH2:14][CH:13]([CH:25]=[CH:26][P:27]([O:32]CC)([O:29]CC)=[O:28])[O:12]3)[C:6]=2[N:7]=1.N1C(C)=CC=CC=1C.C[Si](Br)(C)C.[NH4+].[OH-].C([O-])(O)=O.[Na+], predict the reaction product. The product is: [NH2:1][C:2]1[NH:3][C:4](=[O:35])[C:5]2[N:10]=[N:9][N:8]([CH:11]3[O:12][CH:13]([CH:25]=[CH:26][P:27](=[O:28])([OH:29])[OH:32])[CH2:14][CH:15]3[OH:16])[C:6]=2[N:7]=1.